From a dataset of Full USPTO retrosynthesis dataset with 1.9M reactions from patents (1976-2016). Predict the reactants needed to synthesize the given product. (1) Given the product [CH2:1]([C:3]1[CH:7]=[C:6]([CH2:8][CH3:9])[N:5]([C:10]2[CH:23]=[CH:22][CH:21]=[CH:20][C:11]=2[CH2:12][NH2:13])[N:4]=1)[CH3:2], predict the reactants needed to synthesize it. The reactants are: [CH2:1]([C:3]1[CH:7]=[C:6]([CH2:8][CH3:9])[N:5]([C:10]2[CH:23]=[CH:22][CH:21]=[CH:20][C:11]=2[CH2:12][NH:13]C(=O)C(F)(F)F)[N:4]=1)[CH3:2].C(=O)([O-])[O-].[K+].[K+]. (2) Given the product [NH2:1][C:2]1[C:10]([Br:11])=[CH:9][C:8]([F:12])=[CH:7][C:3]=1[CH2:4][OH:5], predict the reactants needed to synthesize it. The reactants are: [NH2:1][C:2]1[C:10]([Br:11])=[CH:9][C:8]([F:12])=[CH:7][C:3]=1[C:4](O)=[O:5].B. (3) Given the product [CH3:46][O:45][C:40]1[C:39]([N:38]2[C:29]3[C:28]4[CH:27]=[C:26]([C:12]5[CH:13]=[N:14][C:9]([NH:8][CH3:24])=[CH:10][CH:11]=5)[CH:35]=[CH:34][C:33]=4[N:32]=[CH:31][C:30]=3[N:36]([CH3:48])[C:37]2=[O:47])=[CH:44][CH:43]=[CH:42][N:41]=1, predict the reactants needed to synthesize it. The reactants are: C([N:8]([CH3:24])[C:9]1[N:14]=[CH:13][C:12](B2OC(C)(C)C(C)(C)O2)=[CH:11][CH:10]=1)(OC(C)(C)C)=O.Br[C:26]1[CH:35]=[CH:34][C:33]2[N:32]=[CH:31][C:30]3[N:36]([CH3:48])[C:37](=[O:47])[N:38]([C:39]4[C:40]([O:45][CH3:46])=[N:41][CH:42]=[CH:43][CH:44]=4)[C:29]=3[C:28]=2[CH:27]=1. (4) The reactants are: [NH2:1][C:2]1[C:7]([Cl:8])=[CH:6][C:5]([OH:9])=[C:4]([F:10])[CH:3]=1.[CH3:11][N:12]1[C:16]([CH3:17])=[C:15]([C:18](O)=[O:19])[C:14](=[O:21])[N:13]1[C:22]1[CH:27]=[CH:26][CH:25]=[CH:24][CH:23]=1.CCN=C=NCCCN(C)C.C1C=NC2N(O)N=NC=2C=1. Given the product [Cl:8][C:7]1[CH:6]=[C:5]([OH:9])[C:4]([F:10])=[CH:3][C:2]=1[NH:1][C:18]([C:15]1[C:14](=[O:21])[N:13]([C:22]2[CH:23]=[CH:24][CH:25]=[CH:26][CH:27]=2)[N:12]([CH3:11])[C:16]=1[CH3:17])=[O:19], predict the reactants needed to synthesize it. (5) Given the product [OH:5][CH2:4][CH:3]1[CH:2]([CH2:1][OH:6])[CH2:10][CH:9]=[CH:8][CH2:7]1, predict the reactants needed to synthesize it. The reactants are: [C:1]1(=O)[O:6][C:4](=[O:5])[C@H:3]2[CH2:7][CH:8]=[CH:9][CH2:10][C@@H:2]12.[H-].[Al+3].[Li+].[H-].[H-].[H-].[H-].S(=O)(=O)(O)O. (6) Given the product [F:16][C:17]([F:28])([F:27])[C:18]([NH:8][C:9]1[CH:14]=[CH:13][C:12]([SH:15])=[CH:11][CH:10]=1)=[O:19], predict the reactants needed to synthesize it. The reactants are: C(N(CC)CC)C.[NH2:8][C:9]1[CH:14]=[CH:13][C:12]([SH:15])=[CH:11][CH:10]=1.[F:16][C:17]([F:28])([F:27])[C:18](O[C:18](=[O:19])[C:17]([F:28])([F:27])[F:16])=[O:19].O. (7) Given the product [CH3:23][C:19]1[CH:18]=[C:17]([C:13]2[CH:14]=[C:15]3[C:10](=[CH:11][CH:12]=2)[CH2:9][NH:8][CH2:16]3)[CH:22]=[CH:21][N:20]=1, predict the reactants needed to synthesize it. The reactants are: C(OC([N:8]1[CH2:16][C:15]2[C:10](=[CH:11][CH:12]=[C:13]([C:17]3[CH:22]=[CH:21][N:20]=[C:19]([CH3:23])[CH:18]=3)[CH:14]=2)[CH2:9]1)=O)(C)(C)C.Cl.